Task: Predict which catalyst facilitates the given reaction.. Dataset: Catalyst prediction with 721,799 reactions and 888 catalyst types from USPTO (1) Reactant: [F:1][C:2]([F:22])([F:21])[C:3]1[CH:8]=[C:7]([C:9]2[CH:14]=[CH:13][C:12]([C:15]([F:18])([F:17])[F:16])=[CH:11][CH:10]=2)[N:6]=[C:5]([C:19]#[N:20])[N:4]=1.Cl.[NH2:24][OH:25].C(=O)([O-])[O-].[Na+].[Na+]. Product: [OH:25][NH:24][C:19]([C:5]1[N:4]=[C:3]([C:2]([F:21])([F:22])[F:1])[CH:8]=[C:7]([C:9]2[CH:14]=[CH:13][C:12]([C:15]([F:18])([F:16])[F:17])=[CH:11][CH:10]=2)[N:6]=1)=[NH:20]. The catalyst class is: 97. (2) Reactant: [Cl:1][C:2]1[CH:7]=[CH:6][CH:5]=[C:4]([F:8])[C:3]=1[NH:9][C:10]1[NH:11][C:12]2[C:18]3[CH2:19][C:20]([CH3:23])([CH3:22])[O:21][C:17]=3[C:16]([C:24](O)=[O:25])=[CH:15][C:13]=2[N:14]=1.S(Cl)(Cl)=O.[C:31]([C:35]1[CH:41]=[CH:40][C:38]([NH2:39])=[CH:37][CH:36]=1)([CH3:34])([CH3:33])[CH3:32].CCN(C(C)C)C(C)C. Product: [C:31]([C:35]1[CH:36]=[CH:37][C:38]([NH:39][C:24]([C:16]2[C:17]3[O:21][C:20]([CH3:22])([CH3:23])[CH2:19][C:18]=3[C:12]3[NH:11][C:10]([NH:9][C:3]4[C:4]([F:8])=[CH:5][CH:6]=[CH:7][C:2]=4[Cl:1])=[N:14][C:13]=3[CH:15]=2)=[O:25])=[CH:40][CH:41]=1)([CH3:34])([CH3:32])[CH3:33]. The catalyst class is: 1. (3) Reactant: C(OO)(=[O:3])C.[CH:6]1([CH2:12][O:13][C:14](=[O:23])[CH2:15][CH:16]([CH3:22])[CH2:17][C:18]([CH3:21])([CH3:20])[CH3:19])[CH2:11][CH2:10][CH:9]=[CH:8][CH2:7]1.O. Product: [O:3]1[CH:9]2[CH:8]1[CH2:7][CH:6]([CH2:12][O:13][C:14](=[O:23])[CH2:15][CH:16]([CH3:22])[CH2:17][C:18]([CH3:19])([CH3:21])[CH3:20])[CH2:11][CH2:10]2. The catalyst class is: 13.